From a dataset of Full USPTO retrosynthesis dataset with 1.9M reactions from patents (1976-2016). Predict the reactants needed to synthesize the given product. (1) Given the product [N+:11]([C:6]1[CH:7]=[C:8]2[CH2:9][N:17]([CH2:16][C:15]([F:19])([F:18])[F:14])[CH2:2][CH2:3][N:4]2[N:5]=1)([O-:13])=[O:12], predict the reactants needed to synthesize it. The reactants are: Br[CH2:2][CH2:3][N:4]1[C:8]([CH2:9]Br)=[CH:7][C:6]([N+:11]([O-:13])=[O:12])=[N:5]1.[F:14][C:15]([F:19])([F:18])[CH2:16][NH2:17].CS(C)=O. (2) Given the product [C:19]([CH2:21][C:22]1([N:33]2[CH:37]=[C:36]([C:2]3[CH:7]=[CH:6][N:5]=[C:4]4[N:8]([CH2:11][O:12][CH2:13][CH2:14][Si:15]([CH3:18])([CH3:17])[CH3:16])[CH:9]=[CH:10][C:3]=34)[CH:35]=[N:34]2)[CH2:25][N:24]([C:26]([O:28][C:29]([CH3:32])([CH3:31])[CH3:30])=[O:27])[CH2:23]1)#[N:20], predict the reactants needed to synthesize it. The reactants are: Br[C:2]1[CH:7]=[CH:6][N:5]=[C:4]2[N:8]([CH2:11][O:12][CH2:13][CH2:14][Si:15]([CH3:18])([CH3:17])[CH3:16])[CH:9]=[CH:10][C:3]=12.[C:19]([CH2:21][C:22]1([N:33]2[CH:37]=[C:36](B3OC(C)(C)C(C)(C)O3)[CH:35]=[N:34]2)[CH2:25][N:24]([C:26]([O:28][C:29]([CH3:32])([CH3:31])[CH3:30])=[O:27])[CH2:23]1)#[N:20].C(=O)([O-])[O-].[Cs+].[Cs+]. (3) Given the product [OH-:3].[NH4+:22].[F:25][CH:17]1[CH:16]([O:15][CH2:14][CH2:13][C:7]2[CH:12]=[CH:11][CH:10]=[CH:9][CH:8]=2)[CH2:21][CH2:20][CH:19]([NH2:22])[CH2:18]1, predict the reactants needed to synthesize it. The reactants are: C(OCC)(=[O:3])C.[C:7]1([CH2:13][CH2:14][O:15][CH:16]2[CH2:21][CH2:20][CH:19]([N:22]=[N+]=[N-])[CH2:18][CH:17]2[F:25])[CH:12]=[CH:11][CH:10]=[CH:9][CH:8]=1.C(Cl)Cl. (4) Given the product [Cl:27][C:4]1[CH:5]=[C:6]([CH2:8][NH:9][C:10]([NH2:26])=[N:11][C:12](=[O:25])[CH2:13][C:14]2[C:22]3[C:17](=[CH:18][CH:19]=[C:20]([O:23][CH3:24])[CH:21]=3)[NH:16][C:15]=2[CH3:32])[CH:7]=[C:2]([Cl:1])[C:3]=1[NH:28][C:29](=[O:31])[CH3:30], predict the reactants needed to synthesize it. The reactants are: [Cl:1][C:2]1[CH:7]=[C:6]([CH2:8][NH:9][C:10]([NH2:26])=[N:11][C:12](=[O:25])[CH2:13][C:14]2[C:22]3[C:17](=[CH:18][CH:19]=[C:20]([O:23][CH3:24])[CH:21]=3)[NH:16][CH:15]=2)[CH:5]=[C:4]([Cl:27])[C:3]=1[NH:28][C:29](=[O:31])[CH3:30].[CH3:32]OC1C=C2C(=CC=1)NC(C)=C2CC(O)=O.COC1C=C2C(=CC=1)NC=C2CC(N(C(SC)=N)C(=O)OC(C)(C)C)=O.C(NC1C(Cl)=CC(CN)=CC=1Cl)(=O)C.